This data is from Reaction yield outcomes from USPTO patents with 853,638 reactions. The task is: Predict the reaction yield, written as a fraction of the theoretical maximum amount of product (1.0 means a 100% yield; for example, 0.34 means a 34% yield). (1) The reactants are [Cl:1][C:2]1[C:3]2[C:10](I)=[CH:9][N:8]([CH3:12])[C:4]=2[N:5]=[CH:6][N:7]=1.[C:13]1([C:22]2[CH:27]=[CH:26][CH:25]=[CH:24][CH:23]=2)[CH:18]=[CH:17][CH:16]=[C:15](B(O)O)[CH:14]=1.C([O-])([O-])=O.[Na+].[Na+]. The catalyst is C1COCC1.C1C=CC(P(C2C=CC=CC=2)[C-]2C=CC=C2)=CC=1.C1C=CC(P(C2C=CC=CC=2)[C-]2C=CC=C2)=CC=1.Cl[Pd]Cl.[Fe+2]. The product is [CH3:12][N:8]1[C:4]2[N:5]=[CH:6][N:7]=[C:2]([Cl:1])[C:3]=2[C:10]([C:17]2[CH:18]=[C:13]([C:22]3[CH:27]=[CH:26][CH:25]=[CH:24][CH:23]=3)[CH:14]=[CH:15][CH:16]=2)=[CH:9]1. The yield is 0.280. (2) The reactants are [CH3:1][O:2][C:3]1[CH:8]=[CH:7][C:6]([N:9]2[C:13]([C:14]3[CH:19]=[CH:18][C:17]([O:20][CH3:21])=[CH:16][CH:15]=3)=[N:12][C:11]([SH:22])=[N:10]2)=[CH:5][CH:4]=1.IC.Cl[CH2:26]Cl.O. The catalyst is [OH-].[Na+]. The product is [CH3:1][O:2][C:3]1[CH:4]=[CH:5][C:6]([N:9]2[C:13]([C:14]3[CH:19]=[CH:18][C:17]([O:20][CH3:21])=[CH:16][CH:15]=3)=[N:12][C:11]([S:22][CH3:26])=[N:10]2)=[CH:7][CH:8]=1. The yield is 0.479. (3) The reactants are ClC1N=C(Cl)C=CC=1C(N)=O.CC1(C)C(C)(C)OB([C:20]2[CH2:25][CH2:24][N:23]([C:26]([O:28]C(C)(C)C)=O)[CH2:22][CH:21]=2)O1.NC1C=[CH:39][C:38]([C:41]([N:43]2[CH2:48][CH2:47][CH2:46][CH2:45][CH2:44]2)=[O:42])=CC=1.C(O)(=O)C=C.[C:54]([C:57]1[CH:58]=[CH:59][C:60](C2CCN(C(OC(C)(C)C)=O)CC=2)=[N:61][C:62]=1[NH:63][C:64]1[CH:69]=[CH:68][C:67](CCN2CCCC2)=[CH:66][CH:65]=1)(=[O:56])[NH2:55]. No catalyst specified. The product is [C:41]([N:43]1[CH2:44][CH2:45][CH:46]([C:60]2[CH:59]=[CH:58][C:57]([C:54]([NH2:55])=[O:56])=[C:62]([NH:63][C:64]3[CH:69]=[CH:68][C:67]([C:26]([N:23]4[CH2:22][CH2:21][CH2:20][CH2:25][CH2:24]4)=[O:28])=[CH:66][CH:65]=3)[N:61]=2)[CH2:47][CH2:48]1)(=[O:42])[CH:38]=[CH2:39]. The yield is 0.380. (4) The reactants are C[O:2][C:3]1[CH:4]=[C:5]2[C:10](=[CH:11][CH:12]=1)[C:9]([C:13]([C:15]1[CH:20]=[CH:19][C:18]([O:21][CH2:22][CH2:23][N:24]3[CH2:29][CH2:28][CH2:27][CH2:26][CH2:25]3)=[CH:17][CH:16]=1)=[O:14])=[C:8]([C:30]1[C:35]([F:36])=[CH:34][C:33]([F:37])=[CH:32][C:31]=1[F:38])[CH:7]=[CH:6]2.Cl.C(OCC)C.B(Br)(Br)Br.C(=O)(O)[O-].[Na+]. The catalyst is ClCCl.CO. The product is [OH:2][C:3]1[CH:4]=[C:5]2[C:10](=[CH:11][CH:12]=1)[C:9]([C:13]([C:15]1[CH:20]=[CH:19][C:18]([O:21][CH2:22][CH2:23][N:24]3[CH2:25][CH2:26][CH2:27][CH2:28][CH2:29]3)=[CH:17][CH:16]=1)=[O:14])=[C:8]([C:30]1[C:35]([F:36])=[CH:34][C:33]([F:37])=[CH:32][C:31]=1[F:38])[CH:7]=[CH:6]2. The yield is 0.870. (5) The reactants are [Cl:1][C:2]1[CH:3]=[CH:4][C:5]2[N:10]([C:11]([C:13]3[CH:23]=[CH:22][C:16]4[O:17][CH2:18][C:19](=[O:21])[NH:20][C:15]=4[CH:14]=3)=[O:12])[CH:9]([CH2:24][C:25]([OH:27])=O)[CH2:8][O:7][C:6]=2[CH:28]=1.[CH3:29][NH2:30].C(P1(=O)OP(CCC)(=O)OP(CCC)(=O)O1)CC. The catalyst is CCOC(C)=O. The product is [Cl:1][C:2]1[CH:3]=[CH:4][C:5]2[N:10]([C:11]([C:13]3[CH:23]=[CH:22][C:16]4[O:17][CH2:18][C:19](=[O:21])[NH:20][C:15]=4[CH:14]=3)=[O:12])[CH:9]([CH2:24][C:25]([NH:30][CH3:29])=[O:27])[CH2:8][O:7][C:6]=2[CH:28]=1. The yield is 0.610. (6) The reactants are [C:1]([O:7][CH2:8][CH2:9][O:10][CH3:11])(=[O:6])[CH2:2][C:3]([CH3:5])=O.[Br:12][C:13]1[CH:20]=[CH:19][C:16]([CH:17]=O)=[CH:15][CH:14]=1.[NH4+:21].[OH-:22]. The catalyst is CCO.C(Cl)Cl. The product is [Br:12][C:13]1[CH:20]=[CH:19][C:16]([CH:17]2[C:2]([C:1]([O:7][CH2:8][CH2:9][O:10][CH3:11])=[O:6])=[C:3]([CH3:5])[NH:21][C:3]([CH3:5])=[C:2]2[C:1]([O:7][CH2:8][CH2:9][O:10][CH3:11])=[O:22])=[CH:15][CH:14]=1. The yield is 0.640.